From a dataset of Full USPTO retrosynthesis dataset with 1.9M reactions from patents (1976-2016). Predict the reactants needed to synthesize the given product. (1) Given the product [Si:18]([O:17][CH2:16][CH2:15][N:4]([CH2:1][C:2]#[CH:3])[C:5](=[O:11])[O:6][C:7]([CH3:8])([CH3:10])[CH3:9])([C:21]([CH3:24])([CH3:23])[CH3:22])([CH3:20])[CH3:19], predict the reactants needed to synthesize it. The reactants are: [CH2:1]([NH:4][C:5](=[O:11])[O:6][C:7]([CH3:10])([CH3:9])[CH3:8])[C:2]#[CH:3].[H-].[Na+].Br[CH2:15][CH2:16][O:17][Si:18]([C:21]([CH3:24])([CH3:23])[CH3:22])([CH3:20])[CH3:19]. (2) The reactants are: [CH2:1]([C:3]([CH2:7][OH:8])([CH2:5][OH:6])[CH3:4])[OH:2].C[C:10]([N:14]([CH3:16])[CH3:15])([CH2:12][OH:13])C.[C:17]([OH:22])(CC)(C)C.CC(=O)C[C:26](=[O:28])C.CC(=O)CC(C)(O)C. Given the product [CH2:1]([C:3]([CH2:7][OH:8])([CH2:5][OH:6])[CH3:4])[OH:2].[N:14]([CH2:16][CH2:17][OH:22])([CH2:15][CH2:26][OH:28])[CH2:10][CH2:12][OH:13], predict the reactants needed to synthesize it. (3) Given the product [C:22]([N:26]1[C:9]([C:10]2[CH:15]=[CH:14][C:13]([C:16]([F:19])([F:18])[F:17])=[CH:12][CH:11]=2)=[CH:8][C:2]([C:3]([O:5][CH2:6][CH3:7])=[O:4])=[N:27]1)([CH3:25])([CH3:24])[CH3:23], predict the reactants needed to synthesize it. The reactants are: O=[C:2]([CH2:8][C:9](=O)[C:10]1[CH:15]=[CH:14][C:13]([C:16]([F:19])([F:18])[F:17])=[CH:12][CH:11]=1)[C:3]([O:5][CH2:6][CH3:7])=[O:4].Cl.[C:22]([NH:26][NH2:27])([CH3:25])([CH3:24])[CH3:23].Cl.CCCCCC. (4) Given the product [N:1]1([CH2:8][C:9]2[CH:14]=[CH:13][N:12]=[CH:11][CH:10]=2)[CH2:6][CH2:5][CH2:4][CH2:3][CH2:2]1, predict the reactants needed to synthesize it. The reactants are: [NH:1]1[CH2:6][CH2:5][CH2:4][CH2:3][CH2:2]1.Cl[CH2:8][C:9]1[CH:14]=[CH:13][N:12]=[CH:11][CH:10]=1. (5) Given the product [ClH:29].[OH:1][CH2:2][CH2:3][N:4]([CH3:28])[CH2:5][CH2:6][CH2:7][CH2:8][CH2:9][CH2:10][CH2:11][C:12]([NH:14][C:15]1[CH:27]=[CH:26][C:18]([C:19]([OH:21])=[O:20])=[CH:17][CH:16]=1)=[O:13], predict the reactants needed to synthesize it. The reactants are: [OH:1][CH2:2][CH2:3][N:4]([CH3:28])[CH2:5][CH2:6][CH2:7][CH2:8][CH2:9][CH2:10][CH2:11][C:12]([NH:14][C:15]1[CH:27]=[CH:26][C:18]([C:19]([O:21]C(C)(C)C)=[O:20])=[CH:17][CH:16]=1)=[O:13].[ClH:29].O1CCOCC1. (6) Given the product [C:14]1([CH2:13][O:12][C:10]([N:1]2[CH2:5][CH2:4][C@@H:3]([C:6]([OH:8])=[O:7])[NH:2]2)=[O:11])[CH:19]=[CH:18][CH:17]=[CH:16][CH:15]=1, predict the reactants needed to synthesize it. The reactants are: [N:1]1([C:10]([O:12][CH2:13][C:14]2[CH:19]=[CH:18][CH:17]=[CH:16][CH:15]=2)=[O:11])[CH2:5][CH2:4][C@@H:3]([C:6]([O:8]C)=[O:7])[NH:2]1.C(O)(=O)CC(CC(O)=O)(C(O)=O)O. (7) Given the product [F:2][C:3]([F:19])([F:20])[C:4]1[CH:5]=[CH:6][C:7]([C:10]2[CH:15]=[CH:14][CH:13]=[C:12]([C@@H:16]([NH:18][C:36]([C@@H:32]3[CH2:33][CH2:34][CH2:35][N:31]3[S:28]([C:25]3[CH:26]=[CH:27][C:22]([F:21])=[CH:23][CH:24]=3)(=[O:30])=[O:29])=[O:37])[CH3:17])[CH:11]=2)=[CH:8][CH:9]=1, predict the reactants needed to synthesize it. The reactants are: Cl.[F:2][C:3]([F:20])([F:19])[C:4]1[CH:9]=[CH:8][C:7]([C:10]2[CH:15]=[CH:14][CH:13]=[C:12]([C@@H:16]([NH2:18])[CH3:17])[CH:11]=2)=[CH:6][CH:5]=1.[F:21][C:22]1[CH:27]=[CH:26][C:25]([S:28]([N:31]2[CH2:35][CH2:34][CH2:33][C@H:32]2[C:36](O)=[O:37])(=[O:30])=[O:29])=[CH:24][CH:23]=1.ON1C2C=CC=CC=2N=N1.CCN(CC)CC.